From a dataset of Forward reaction prediction with 1.9M reactions from USPTO patents (1976-2016). Predict the product of the given reaction. (1) Given the reactants [C:1]([C:3]1[C:4]([O:13][CH2:14][CH2:15][OH:16])=[N:5][NH:6][C:7]=1[N:8]=[CH:9][N:10](C)C)#[N:2].[Cl:17][C:18]1[CH:19]=[C:20]([CH:22]=[CH:23][C:24]=1[O:25][CH2:26][C:27]1[CH:32]=[CH:31][CH:30]=[CH:29][N:28]=1)N, predict the reaction product. The product is: [Cl:17][C:18]1[CH:19]=[C:20]([NH:2][C:1]2[N:10]=[CH:9][N:8]=[C:7]3[NH:6][N:5]=[C:4]([O:13][CH2:14][CH2:15][OH:16])[C:3]=23)[CH:22]=[CH:23][C:24]=1[O:25][CH2:26][C:27]1[CH:32]=[CH:31][CH:30]=[CH:29][N:28]=1. (2) Given the reactants [C:1]([O:5][C:6]([N:8]1[CH2:13][CH2:12][N:11]([CH2:14][C:15]2[C:20]([O:21][C:22]([F:25])([F:24])[F:23])=[CH:19][C:18]([C:26](=[O:41])[NH:27][CH2:28][C:29]3[CH:34]=[C:33]([Cl:35])[CH:32]=[CH:31][C:30]=3[S:36]([CH2:39][CH3:40])(=[O:38])=[O:37])=[C:17]([NH2:42])[C:16]=2[Cl:43])[CH2:10][CH2:9]1)=[O:7])([CH3:4])([CH3:3])[CH3:2].ClC1C(C2OCCO2)=C(OC(F)(F)F)C=C2C=1N[C:52](=[O:55])N(CC1C=C(Cl)C=CC=1S(CC)(=O)=O)C2=O, predict the reaction product. The product is: [C:1]([O:5][C:6]([N:8]1[CH2:13][CH2:12][N:11]([CH2:14][C:15]2[C:16]([Cl:43])=[C:17]3[C:18]([C:26](=[O:41])[N:27]([CH2:28][C:29]4[CH:34]=[C:33]([Cl:35])[CH:32]=[CH:31][C:30]=4[S:36]([CH2:39][CH3:40])(=[O:38])=[O:37])[C:52](=[O:55])[NH:42]3)=[CH:19][C:20]=2[O:21][C:22]([F:23])([F:24])[F:25])[CH2:10][CH2:9]1)=[O:7])([CH3:2])([CH3:3])[CH3:4]. (3) Given the reactants [C:1]([C:3]1[CH:12]=[CH:11][C:6]([C:7]([O:9][CH3:10])=[O:8])=[CH:5][C:4]=1[O:13][CH2:14][CH2:15][CH2:16][CH2:17][CH2:18][CH2:19][CH2:20][CH3:21])#[CH:2].[OH:22][CH2:23][C:24]1[CH:25]=[C:26]([CH2:31][C:32]#[N:33])[CH:27]=[C:28](I)[CH:29]=1.C(NC(C)C)(C)C.C(Cl)Cl, predict the reaction product. The product is: [C:32]([CH2:31][C:26]1[CH:27]=[C:28]([C:2]#[C:1][C:3]2[CH:12]=[CH:11][C:6]([C:7]([O:9][CH3:10])=[O:8])=[CH:5][C:4]=2[O:13][CH2:14][CH2:15][CH2:16][CH2:17][CH2:18][CH2:19][CH2:20][CH3:21])[CH:29]=[C:24]([CH2:23][OH:22])[CH:25]=1)#[N:33]. (4) Given the reactants [Br:1][C:2]1[CH:7]=[CH:6][C:5]([NH:8]C(=O)C)=[CH:4][C:3]=1[F:12].Cl, predict the reaction product. The product is: [Br:1][C:2]1[CH:7]=[CH:6][C:5]([NH2:8])=[CH:4][C:3]=1[F:12]. (5) The product is: [F:1][C:2]1[CH:10]=[C:9]2[C:5]([C:6]([CH:7]=[O:11])=[N:12][NH:8]2)=[CH:4][CH:3]=1. Given the reactants [F:1][C:2]1[CH:10]=[C:9]2[C:5]([CH:6]=[CH:7][NH:8]2)=[CH:4][CH:3]=1.[OH2:11].[N:12]([O-])=O.[Na+].Cl, predict the reaction product. (6) Given the reactants [CH:1]1([C:7]2([CH3:14])[NH:11][C:10](=[O:12])[NH:9][C:8]2=[O:13])[CH2:6][CH2:5][CH2:4][CH2:3][CH2:2]1.[O:15]([C:17]1[CH:24]=[CH:23][C:20]([CH2:21]Cl)=[CH:19][CH:18]=1)[CH3:16], predict the reaction product. The product is: [CH:1]1([C:7]2([CH3:14])[NH:11][C:10](=[O:12])[N:9]([CH2:21][C:20]3[CH:23]=[CH:24][C:17]([O:15][CH3:16])=[CH:18][CH:19]=3)[C:8]2=[O:13])[CH2:2][CH2:3][CH2:4][CH2:5][CH2:6]1.